Dataset: Reaction yield outcomes from USPTO patents with 853,638 reactions. Task: Predict the reaction yield, written as a fraction of the theoretical maximum amount of product (1.0 means a 100% yield; for example, 0.34 means a 34% yield). (1) The reactants are [Cl:1][C:2]1[CH:3]=[C:4]([NH2:20])[CH:5]=[C:6]([Cl:19])[C:7]=1[S:8][C:9]1[CH:18]=[CH:17][C:16]2[C:11](=[CH:12][CH:13]=[CH:14][CH:15]=2)[CH:10]=1.N1C=CC=CC=1.[Cl:27][C:28]1[CH:33]=[C:32]([C:34]([F:37])([F:36])[F:35])[CH:31]=[CH:30][C:29]=1[S:38](Cl)(=[O:40])=[O:39]. The catalyst is C1COCC1. The product is [Cl:27][C:28]1[CH:33]=[C:32]([C:34]([F:36])([F:35])[F:37])[CH:31]=[CH:30][C:29]=1[S:38]([NH:20][C:4]1[CH:3]=[C:2]([Cl:1])[C:7]([S:8][C:9]2[CH:18]=[CH:17][C:16]3[C:11](=[CH:12][CH:13]=[CH:14][CH:15]=3)[CH:10]=2)=[C:6]([Cl:19])[CH:5]=1)(=[O:40])=[O:39]. The yield is 0.520. (2) The reactants are [Cl:1][C:2]1[C:3](=[O:16])[N:4]([C:9]2[CH:13]=[C:12]([I:14])[N:11]([CH3:15])[N:10]=2)[C:5](=[O:8])[C:6]=1[CH3:7].[BH4-].[Na+].O.C(OCC)(=O)C. The catalyst is CO.O1CCCC1. The product is [Cl:1][C:2]1[C:3](=[O:16])[N:4]([C:9]2[CH:13]=[C:12]([I:14])[N:11]([CH3:15])[N:10]=2)[CH:5]([OH:8])[C:6]=1[CH3:7]. The yield is 0.540. (3) The reactants are [Br:1][C:2]1[N:3]([C:8]2[C:17]3[C:12](=[CH:13][CH:14]=[CH:15][CH:16]=3)[C:11]([CH:18]3[CH2:20][CH2:19]3)=[CH:10][CH:9]=2)[C:4]([SH:7])=[N:5][N:6]=1.Br[C:22]([CH3:29])([CH3:28])[C:23]([O:25][CH2:26][CH3:27])=[O:24].C(N(C(C)C)CC)(C)C. The catalyst is CN(C=O)C. The product is [Br:1][C:2]1[N:3]([C:8]2[C:17]3[C:12](=[CH:13][CH:14]=[CH:15][CH:16]=3)[C:11]([CH:18]3[CH2:20][CH2:19]3)=[CH:10][CH:9]=2)[C:4]([S:7][C:22]([CH3:29])([CH3:28])[C:23]([O:25][CH2:26][CH3:27])=[O:24])=[N:5][N:6]=1. The yield is 0.910.